This data is from Forward reaction prediction with 1.9M reactions from USPTO patents (1976-2016). The task is: Predict the product of the given reaction. (1) Given the reactants Br[C:2]1[N:3]=[C:4]([CH3:11])[CH:5]=[C:6]2[CH:10]=[N:9][NH:8][C:7]=12.[CH3:12][Al](C)C.[NH4+].[Cl-], predict the reaction product. The product is: [CH3:11][C:4]1[CH:5]=[C:6]2[CH:10]=[N:9][NH:8][C:7]2=[C:2]([CH3:12])[N:3]=1. (2) Given the reactants [N:1]1[C:10]2[C:5](=[CH:6][N:7]=[CH:8][CH:9]=2)[CH:4]=[CH:3][C:2]=1[C:11]([OH:13])=O.O.ON1C2C=CC=CC=2N=N1.[CH:25]1([NH2:35])[C:34]2[C:29](=[CH:30][CH:31]=[CH:32][CH:33]=2)[CH2:28][CH2:27][CH2:26]1.CCCCCC.C(OCC)(=O)C, predict the reaction product. The product is: [CH:25]1([NH:35][C:11]([C:2]2[CH:3]=[CH:4][C:5]3[C:10](=[CH:9][CH:8]=[N:7][CH:6]=3)[N:1]=2)=[O:13])[C:34]2[C:29](=[CH:30][CH:31]=[CH:32][CH:33]=2)[CH2:28][CH2:27][CH2:26]1.